Dataset: Peptide-MHC class II binding affinity with 134,281 pairs from IEDB. Task: Regression. Given a peptide amino acid sequence and an MHC pseudo amino acid sequence, predict their binding affinity value. This is MHC class II binding data. (1) The peptide sequence is KNYEHIAAYHFDLSG. The MHC is DRB4_0101 with pseudo-sequence DRB4_0103. The binding affinity (normalized) is 0.869. (2) The peptide sequence is AAPGAAVASAAAPAS. The MHC is HLA-DQA10301-DQB10302 with pseudo-sequence HLA-DQA10301-DQB10302. The binding affinity (normalized) is 0.349. (3) The peptide sequence is KNVLKVGRLSAEELM. The MHC is DRB1_0901 with pseudo-sequence DRB1_0901. The binding affinity (normalized) is 0.530. (4) The peptide sequence is PFSRIRDGLQYGWKT. The MHC is HLA-DQA10201-DQB10402 with pseudo-sequence HLA-DQA10201-DQB10402. The binding affinity (normalized) is 0.273. (5) The peptide sequence is GKTRRILPQIIKEAINRR. The MHC is DRB1_0301 with pseudo-sequence DRB1_0301. The binding affinity (normalized) is 0.420. (6) The peptide sequence is ELLDQSDVKEPGVSR. The MHC is DRB1_0101 with pseudo-sequence DRB1_0101. The binding affinity (normalized) is 0.299. (7) The binding affinity (normalized) is 0.850. The peptide sequence is DKELYPLASLRSLFG. The MHC is DRB1_0802 with pseudo-sequence DRB1_0802.